This data is from Forward reaction prediction with 1.9M reactions from USPTO patents (1976-2016). The task is: Predict the product of the given reaction. (1) Given the reactants Cl.[CH3:2][CH:3]1[CH2:8][NH:7][CH:6]([C:9]([OH:11])=[O:10])[CH2:5][CH2:4]1.C(=O)([O-])[O-].[K+].[K+].[C:18](O[C:18]([O:20][C:21]([CH3:24])([CH3:23])[CH3:22])=[O:19])([O:20][C:21]([CH3:24])([CH3:23])[CH3:22])=[O:19], predict the reaction product. The product is: [C:21]([O:20][C:18]([N:7]1[CH2:8][CH:3]([CH3:2])[CH2:4][CH2:5][CH:6]1[C:9]([OH:11])=[O:10])=[O:19])([CH3:24])([CH3:23])[CH3:22]. (2) The product is: [F:1][C:2]1[CH:7]=[CH:6][CH2:5][CH:4]2[C:3]=1[N:11]1[CH2:15][CH2:14][CH2:13][CH:12]1[C:16](=[O:18])[NH:8]2. Given the reactants [F:1][C:2]1[CH:7]=[CH:6][CH:5]=[C:4]([N+:8]([O-])=O)[C:3]=1[N:11]1[CH2:15][CH2:14][CH2:13][CH:12]1[C:16]([O:18]C)=O, predict the reaction product. (3) The product is: [CH2:21]([O:28][C:29]1[CH:30]=[CH:31][C:32]([C:33]2[NH:17][C:15]3=[N:16][C:11]([N:9]4[CH2:8][CH2:7][N:6]5[C:2]([CH3:1])=[N:3][N:4]=[C:5]5[CH2:10]4)=[CH:12][CH:13]=[C:14]3[N:18]=2)=[CH:35][CH:36]=1)[C:22]1[CH:23]=[CH:24][CH:25]=[CH:26][CH:27]=1. Given the reactants [CH3:1][C:2]1[N:6]2[CH2:7][CH2:8][N:9]([C:11]3[N:16]=[C:15]([NH2:17])[C:14]([N+:18]([O-])=O)=[CH:13][CH:12]=3)[CH2:10][C:5]2=[N:4][N:3]=1.[CH2:21]([O:28][C:29]1[CH:36]=[CH:35][C:32]([CH:33]=O)=[CH:31][CH:30]=1)[C:22]1[CH:27]=[CH:26][CH:25]=[CH:24][CH:23]=1.S(S([O-])=O)([O-])=O.[Na+].[Na+].N, predict the reaction product. (4) The product is: [CH:20]1([C:26]2[CH:27]=[CH:28][C:29]([C:30]([NH:12][C:9]3[CH:10]=[CH:11][C:5]4[O:4][C:3]([N:2]([CH3:1])[CH2:13][CH:14]5[CH2:18][CH2:17][N:16]([CH3:19])[CH2:15]5)=[N:7][C:6]=4[CH:8]=3)=[O:31])=[CH:33][CH:34]=2)[CH2:21][CH2:22][CH2:23][CH2:24][CH2:25]1. Given the reactants [CH3:1][N:2]([CH2:13][CH:14]1[CH2:18][CH2:17][N:16]([CH3:19])[CH2:15]1)[C:3]1[O:4][C:5]2[CH:11]=[CH:10][C:9]([NH2:12])=[CH:8][C:6]=2[N:7]=1.[CH:20]1([C:26]2[CH:34]=[CH:33][C:29]([C:30](O)=[O:31])=[CH:28][CH:27]=2)[CH2:25][CH2:24][CH2:23][CH2:22][CH2:21]1.CN(C(ON1N=NC2C=CC=NC1=2)=[N+](C)C)C.F[P-](F)(F)(F)(F)F.CCCCCC, predict the reaction product. (5) The product is: [CH2:1]([O:3][C:4]([C:6]1[S:7][CH:8]=[C:9]([C:11]2[C:19]3[C:14](=[N:15][CH:16]=[C:17]([CH2:20][CH:21]([CH3:23])[CH3:22])[CH:18]=3)[N:13]([S:24]([C:27]3[CH:28]=[CH:29][CH:30]=[CH:31][CH:32]=3)(=[O:26])=[O:25])[CH:12]=2)[N:10]=1)=[O:5])[CH3:2]. Given the reactants [CH2:1]([O:3][C:4]([C:6]1[S:7][CH:8]=[C:9]([C:11]2[C:19]3[C:14](=[N:15][CH:16]=[C:17]([CH:20]=[C:21]([CH3:23])[CH3:22])[CH:18]=3)[N:13]([S:24]([C:27]3[CH:32]=[CH:31][CH:30]=[CH:29][CH:28]=3)(=[O:26])=[O:25])[CH:12]=2)[N:10]=1)=[O:5])[CH3:2].C(Cl)Cl, predict the reaction product. (6) Given the reactants Cl[C:2]1[C:7]([Cl:8])=[CH:6][C:5]([C:9]([F:12])([F:11])[F:10])=[CH:4][N:3]=1.[CH2:13]([OH:15])C.[C]=[O:17].C(N([CH2:23][CH3:24])CC)C, predict the reaction product. The product is: [CH2:23]([O:17][C:13]([C:2]1[C:7]([Cl:8])=[CH:6][C:5]([C:9]([F:12])([F:11])[F:10])=[CH:4][N:3]=1)=[O:15])[CH3:24].